Dataset: Full USPTO retrosynthesis dataset with 1.9M reactions from patents (1976-2016). Task: Predict the reactants needed to synthesize the given product. (1) Given the product [Br:1][C:2]1[CH:3]=[N:4][C:5]2[N:6]([N:8]=[C:9]([C:11]([N:16]3[CH2:17][CH2:18][C:19]4[C:24](=[CH:23][C:22]([N:25]5[CH2:29][CH2:28][CH2:27][CH2:26]5)=[CH:21][CH:20]=4)[CH:15]3[CH3:14])=[O:13])[CH:10]=2)[CH:7]=1, predict the reactants needed to synthesize it. The reactants are: [Br:1][C:2]1[CH:3]=[N:4][C:5]2[N:6]([N:8]=[C:9]([C:11]([OH:13])=O)[CH:10]=2)[CH:7]=1.[CH3:14][CH:15]1[C:24]2[C:19](=[CH:20][CH:21]=[C:22]([N:25]3[CH2:29][CH2:28][CH2:27][CH2:26]3)[CH:23]=2)[CH2:18][CH2:17][NH:16]1. (2) The reactants are: [CH3:1][O:2][C:3]1[CH:8]=[CH:7][C:6]([NH:9][C:10]2[N:11]=[N:12][C:13]([CH:16]([NH:18][C:19]([CH:21]3[CH2:26][CH2:25][CH2:24][CH2:23][CH2:22]3)=O)[CH3:17])=[CH:14][N:15]=2)=[CH:5][CH:4]=1.P(Cl)(Cl)(Cl)=O. Given the product [CH:21]1([C:19]2[N:12]3[C:13]([CH:14]=[N:15][C:10]([NH:9][C:6]4[CH:7]=[CH:8][C:3]([O:2][CH3:1])=[CH:4][CH:5]=4)=[N:11]3)=[C:16]([CH3:17])[N:18]=2)[CH2:26][CH2:25][CH2:24][CH2:23][CH2:22]1, predict the reactants needed to synthesize it. (3) The reactants are: C([Si](C)(C)[O:6][CH2:7][CH2:8][CH2:9][CH2:10][C:11]1[CH:16]=[CH:15][CH:14]=[C:13]([S:17]([CH3:20])(=[O:19])=[O:18])[CH:12]=1)(C)(C)C.[F-].C([N+](CCCC)(CCCC)CCCC)CCC. Given the product [CH3:20][S:17]([C:13]1[CH:12]=[C:11]([CH2:10][CH2:9][CH2:8][CH2:7][OH:6])[CH:16]=[CH:15][CH:14]=1)(=[O:18])=[O:19], predict the reactants needed to synthesize it.